Dataset: Forward reaction prediction with 1.9M reactions from USPTO patents (1976-2016). Task: Predict the product of the given reaction. (1) Given the reactants [N:1]1[CH:6]=[CH:5][C:4]([C:7]2[N:11]([C:12]3[CH:13]=[C:14]([CH:20]=[CH:21][CH:22]=3)[C:15]([O:17][CH2:18][CH3:19])=[O:16])[C:10]3[CH:23]=[CH:24][C:25]([C:27]([F:30])([F:29])[F:28])=[CH:26][C:9]=3[N:8]=2)=[CH:3][CH:2]=1.Cl, predict the reaction product. The product is: [NH:1]1[CH2:6][CH2:5][CH:4]([C:7]2[N:11]([C:12]3[CH:13]=[C:14]([CH:20]=[CH:21][CH:22]=3)[C:15]([O:17][CH2:18][CH3:19])=[O:16])[C:10]3[CH:23]=[CH:24][C:25]([C:27]([F:30])([F:29])[F:28])=[CH:26][C:9]=3[N:8]=2)[CH2:3][CH2:2]1. (2) Given the reactants [N:1]1[NH:2][N:3]=[N:4][C:5]=1[C:6]1[NH:7][C:8]2[C:13]([C:14]=1[C:15]1[CH:22]=[CH:21][C:18]([CH:19]=[O:20])=[CH:17][CH:16]=1)=[CH:12][CH:11]=[CH:10][CH:9]=2.IC.[C:25](=O)([O-])[O-].[K+].[K+], predict the reaction product. The product is: [CH3:25][N:3]1[N:2]=[N:1][C:5]([C:6]2[NH:7][C:8]3[C:13]([C:14]=2[C:15]2[CH:22]=[CH:21][C:18]([CH:19]=[O:20])=[CH:17][CH:16]=2)=[CH:12][CH:11]=[CH:10][CH:9]=3)=[N:4]1.[CH3:25][N:4]1[C:5]([C:6]2[NH:7][C:8]3[C:13]([C:14]=2[C:15]2[CH:22]=[CH:21][C:18]([CH:19]=[O:20])=[CH:17][CH:16]=2)=[CH:12][CH:11]=[CH:10][CH:9]=3)=[N:1][NH:2][NH:3]1.